Dataset: Catalyst prediction with 721,799 reactions and 888 catalyst types from USPTO. Task: Predict which catalyst facilitates the given reaction. (1) Reactant: Cl[C:2]1[C:3]2[CH2:16][CH2:15][CH2:14][C:4]=2[N:5]=[C:6]([C:8]2[S:9][C:10]([Cl:13])=[CH:11][CH:12]=2)[N:7]=1.[NH2:17][C:18]1[CH:23]=[CH:22][C:21]([CH2:24][C:25]([OH:27])=[O:26])=[CH:20][CH:19]=1.CC(O)=O.C(OCC)(=O)C. Product: [Cl:13][C:10]1[S:9][C:8]([C:6]2[N:7]=[C:2]([NH:17][C:18]3[CH:19]=[CH:20][C:21]([CH2:24][C:25]([OH:27])=[O:26])=[CH:22][CH:23]=3)[C:3]3[CH2:16][CH2:15][CH2:14][C:4]=3[N:5]=2)=[CH:12][CH:11]=1. The catalyst class is: 126. (2) Reactant: [Br:1][C:2]1[CH:7]=[CH:6][C:5]([C@H:8]([CH3:12])[C:9]([OH:11])=[O:10])=[CH:4][CH:3]=1.[CH3:13][C@@H:14]([NH2:21])[C:15]1[CH:20]=[CH:19][CH:18]=[CH:17][CH:16]=1. Product: [Br:1][C:2]1[CH:3]=[CH:4][C:5]([C@H:8]([CH3:12])[C:9]([O-:11])=[O:10])=[CH:6][CH:7]=1.[C:15]1([C@H:14]([NH3+:21])[CH3:13])[CH:20]=[CH:19][CH:18]=[CH:17][CH:16]=1. The catalyst class is: 378. (3) Reactant: Cl.[CH3:2][O:3][C:4]1[CH:9]=[CH:8][C:7]([C@@H:10]2[O:15][CH2:14][CH2:13][NH:12][CH2:11]2)=[CH:6][CH:5]=1.Cl[C:17]1[N:22]([CH3:23])[C:21](=[O:24])[CH:20]=[C:19]([C:25]2[CH:30]=[CH:29][N:28]=[CH:27][N:26]=2)[N:18]=1.C(N(CC)CC)C. Product: [CH3:2][O:3][C:4]1[CH:5]=[CH:6][C:7]([C@@H:10]2[O:15][CH2:14][CH2:13][N:12]([C:17]3[N:22]([CH3:23])[C:21](=[O:24])[CH:20]=[C:19]([C:25]4[CH:30]=[CH:29][N:28]=[CH:27][N:26]=4)[N:18]=3)[CH2:11]2)=[CH:8][CH:9]=1. The catalyst class is: 7. (4) Reactant: [CH2:1]([C:5]1[NH:6][C:7](=O)[C:8]2[NH:13][N:12]=[C:11]([I:14])[C:9]=2[N:10]=1)[CH2:2][CH2:3][CH3:4].[CH3:16][O:17][C:18]1[CH:23]=[C:22]([O:24][CH3:25])[CH:21]=[CH:20][C:19]=1[CH2:26][NH2:27].N1CCCN2CCCCCC=12.C1CN([P+](ON2N=NC3C2=CC=CC=3)(N2CCCC2)N2CCCC2)CC1.F[P-](F)(F)(F)(F)F. Product: [CH2:1]([C:5]1[N:6]=[C:7]([NH:27][CH2:26][C:19]2[CH:20]=[CH:21][C:22]([O:24][CH3:25])=[CH:23][C:18]=2[O:17][CH3:16])[C:8]2[NH:13][N:12]=[C:11]([I:14])[C:9]=2[N:10]=1)[CH2:2][CH2:3][CH3:4]. The catalyst class is: 10. (5) Reactant: CC1C=CC(S(O[CH2:12][CH:13]2[O:18][C:17]3[CH:19]=[C:20]([F:23])[CH:21]=[CH:22][C:16]=3[O:15][CH2:14]2)(=O)=O)=CC=1.[NH:24]1[CH2:27][CH2:26][CH2:25]1. Product: [F:23][C:20]1[CH:21]=[CH:22][C:16]2[O:15][CH2:14][CH:13]([CH2:12][N:24]3[CH2:27][CH2:26][CH2:25]3)[O:18][C:17]=2[CH:19]=1. The catalyst class is: 10. (6) The catalyst class is: 11. Reactant: C(=O)([O-])[O-].[Cs+].[Cs+].[NH2:7][C@H:8]1[CH2:13][CH2:12][C@H:11]([C:14]([O:16][CH2:17][CH3:18])=[O:15])[CH2:10][CH2:9]1.Cl[C:20]1[N:25]=[C:24]([C:26]2[CH:31]=[CH:30][CH:29]=[CH:28][CH:27]=2)[C:23]([C:32]2[CH:37]=[CH:36][CH:35]=[CH:34][CH:33]=2)=[CH:22][N:21]=1. Product: [C:26]1([C:24]2[C:23]([C:32]3[CH:33]=[CH:34][CH:35]=[CH:36][CH:37]=3)=[CH:22][N:21]=[C:20]([NH:7][C@H:8]3[CH2:9][CH2:10][C@H:11]([C:14]([O:16][CH2:17][CH3:18])=[O:15])[CH2:12][CH2:13]3)[N:25]=2)[CH:31]=[CH:30][CH:29]=[CH:28][CH:27]=1. (7) Reactant: [CH2:1]([O:8][NH:9][C:10](=[O:16])[O:11][C:12]([CH3:15])([CH3:14])[CH3:13])[C:2]1[CH:7]=[CH:6][CH:5]=[CH:4][CH:3]=1.[I-].[Na+].[H-].[Na+].Cl[CH:22]([CH3:27])[CH2:23][CH2:24][C:25]#[N:26]. Product: [CH2:1]([O:8][N:9]([CH2:27][CH2:22][CH2:23][CH2:24][C:25]#[N:26])[C:10](=[O:16])[O:11][C:12]([CH3:13])([CH3:15])[CH3:14])[C:2]1[CH:7]=[CH:6][CH:5]=[CH:4][CH:3]=1. The catalyst class is: 9. (8) Reactant: [CH:1]1(O)[CH2:5][CH2:4][CH2:3][CH2:2]1.[Cl:7][C:8]1[N:16]=[C:15]2[C:11]([NH:12][CH:13]=[N:14]2)=[C:10]([Cl:17])[N:9]=1.C1(P(C2C=CC=CC=2)C2C=CC=CC=2)C=CC=CC=1.N(C(OCC)=O)=NC(OCC)=O. Product: [Cl:7][C:8]1[N:16]=[C:15]2[C:11]([N:12]=[CH:13][N:14]2[CH:1]2[CH2:5][CH2:4][CH2:3][CH2:2]2)=[C:10]([Cl:17])[N:9]=1. The catalyst class is: 1. (9) Reactant: [Cl:1][C:2]1[CH:3]=[C:4]([CH:32]=[CH:33][CH:34]=1)[C:5]([NH:7][CH2:8][C:9]1[CH:14]=[CH:13][C:12]([C:15]#[N:16])=[CH:11][C:10]=1[NH:17][CH2:18][C:19]1[CH:24]=[CH:23][CH:22]=[C:21]([C:25]([NH:27][CH2:28][CH2:29][O:30][CH3:31])=[O:26])[CH:20]=1)=[O:6].Cl.[NH2:36][OH:37]. Product: [NH2:16][C:15](=[N:36][OH:37])[C:12]1[CH:13]=[CH:14][C:9]([CH2:8][NH:7][C:5](=[O:6])[C:4]2[CH:32]=[CH:33][CH:34]=[C:2]([Cl:1])[CH:3]=2)=[C:10]([NH:17][CH2:18][C:19]2[CH:24]=[CH:23][CH:22]=[C:21]([C:25]([NH:27][CH2:28][CH2:29][O:30][CH3:31])=[O:26])[CH:20]=2)[CH:11]=1. The catalyst class is: 66.